From a dataset of Reaction yield outcomes from USPTO patents with 853,638 reactions. Predict the reaction yield, written as a fraction of the theoretical maximum amount of product (1.0 means a 100% yield; for example, 0.34 means a 34% yield). (1) The reactants are [C:1]([N:5]1[CH:9]=[C:8]([NH:10][C:11]([NH:13][C:14]2[CH:19]=[C:18]([C:20]3[C:31](=O)[N:30]([CH3:33])[C:23]4[N:24]=[C:25]([NH:28][CH3:29])[N:26]=[CH:27][C:22]=4[CH:21]=3)[C:17]([CH3:34])=[CH:16][C:15]=2[F:35])=[O:12])[CH:7]=[N:6]1)([CH3:4])([CH3:3])[CH3:2].CC1(C)[O:41][CH:40](CN)[CH2:39][O:38]1. The catalyst is C1COCC1. The product is [C:1]([N:5]1[CH:9]=[C:8]([NH:10][C:11]([NH:13][C:14]2[CH:19]=[C:18]([C:20]3[CH2:31][N:30]([CH3:33])[C:23]4[N:24]=[C:25]([NH:28][CH2:29][CH:40]([OH:41])[CH2:39][OH:38])[N:26]=[CH:27][C:22]=4[CH:21]=3)[C:17]([CH3:34])=[CH:16][C:15]=2[F:35])=[O:12])[CH:7]=[N:6]1)([CH3:3])([CH3:4])[CH3:2]. The yield is 0.630. (2) The reactants are [OH:1][C:2]1[CH:3]=[C:4]([CH2:8][C:9]([OH:11])=O)[CH:5]=[CH:6][CH:7]=1.[F:12][C:13]1[CH:19]=[CH:18][C:16]([NH2:17])=[CH:15][CH:14]=1. No catalyst specified. The product is [F:12][C:13]1[CH:19]=[CH:18][C:16]([NH:17][C:9](=[O:11])[CH2:8][C:4]2[CH:5]=[CH:6][CH:7]=[C:2]([OH:1])[CH:3]=2)=[CH:15][CH:14]=1. The yield is 0.890. (3) The reactants are [F:1][C:2]1[CH:19]=[CH:18][C:5]([CH2:6][C:7]2[C:16]3[C:11](=[CH:12][CH:13]=[CH:14][CH:15]=3)[C:10](=[O:17])[NH:9][N:8]=2)=[CH:4][C:3]=1[C:20]([N:22]1[CH2:25][CH:24]([CH2:26][NH:27][C:28]2C=CC=[CH:30][CH:29]=2)[CH2:23]1)=[O:21].[ClH:34]. No catalyst specified. The product is [ClH:34].[F:1][C:2]1[CH:19]=[CH:18][C:5]([CH2:6][C:7]2[C:16]3[C:11](=[CH:12][CH:13]=[CH:14][CH:15]=3)[C:10](=[O:17])[NH:9][N:8]=2)=[CH:4][C:3]=1[C:20]([N:22]1[CH2:25][CH:24]([CH2:26][NH:27][CH2:28][C:29]#[CH:30])[CH2:23]1)=[O:21]. The yield is 0.880. (4) The reactants are [CH3:1][C:2]([C:4]1[CH:5]=[CH:6][CH:7]=[C:8]([OH:10])[CH:9]=1)=[O:3].C(=O)([O-])[O-].[K+].[K+].[CH2:17](Br)[CH:18]=[CH2:19].C(OCC)(=O)C. The catalyst is CC(C)=O. The product is [CH2:19]([O:10][C:8]1[CH:9]=[C:4]([C:2](=[O:3])[CH3:1])[CH:5]=[CH:6][CH:7]=1)[CH:18]=[CH2:17]. The yield is 1.00. (5) The reactants are [Cl:1][C:2]1[CH:10]=[CH:9][C:8]([OH:11])=[CH:7][C:3]=1[C:4]([NH2:6])=[O:5].CS(O[CH2:17][C@H:18]1[CH2:23][CH2:22][CH2:21][N:20]([C:24]([O:26][C:27]([CH3:30])([CH3:29])[CH3:28])=[O:25])[CH2:19]1)(=O)=O.C(=O)([O-])[O-].[Cs+].[Cs+]. The catalyst is CC(N(C)C)=O. The product is [C:4]([C:3]1[CH:7]=[C:8]([CH:9]=[CH:10][C:2]=1[Cl:1])[O:11][CH2:17][C@H:18]1[CH2:23][CH2:22][CH2:21][N:20]([C:24]([O:26][C:27]([CH3:28])([CH3:30])[CH3:29])=[O:25])[CH2:19]1)(=[O:5])[NH2:6]. The yield is 0.790.